Dataset: Reaction yield outcomes from USPTO patents with 853,638 reactions. Task: Predict the reaction yield, written as a fraction of the theoretical maximum amount of product (1.0 means a 100% yield; for example, 0.34 means a 34% yield). (1) The reactants are [Cl:1][C:2]1[N:7]=[C:6]([NH:8][NH:9][C:10](=[O:29])[C@H:11]([CH2:23][CH:24]2[CH2:28][CH2:27][CH2:26][CH2:25]2)[CH2:12][N:13]([O:16]C2CCCCO2)[CH:14]=[O:15])[C:5]([F:30])=[C:4]([NH:31][CH2:32][CH2:33][C:34]2[CH:38]=[CH:37][S:36][CH:35]=2)[N:3]=1. The catalyst is C(O)(=O)C.O. The product is [Cl:1][C:2]1[N:7]=[C:6]([NH:8][NH:9][C:10](=[O:29])[C@H:11]([CH2:23][CH:24]2[CH2:25][CH2:26][CH2:27][CH2:28]2)[CH2:12][N:13]([OH:16])[CH:14]=[O:15])[C:5]([F:30])=[C:4]([NH:31][CH2:32][CH2:33][C:34]2[CH:38]=[CH:37][S:36][CH:35]=2)[N:3]=1. The yield is 0.500. (2) The reactants are C([Li])CCC.[CH3:6][C:7]1[CH:11]=[CH:10][S:9][N:8]=1.[O:12]1[C:16]2([CH2:21][CH2:20][C:19](=[O:22])[CH2:18][CH2:17]2)[O:15][CH2:14][CH2:13]1. The catalyst is CCCCCC.O1CCCC1. The product is [CH3:6][C:7]1[CH:11]=[C:10]([C:19]2([OH:22])[CH2:20][CH2:21][C:16]3([O:15][CH2:14][CH2:13][O:12]3)[CH2:17][CH2:18]2)[S:9][N:8]=1. The yield is 0.706. (3) The reactants are C1(C)C=CC(S(CC[O:12][C:13](=[O:50])[C:14]2[CH:19]=[C:18]([S:20]([N:23]3[C:27]4[CH:28]=[CH:29][CH:30]=[CH:31][C:26]=4[N:25]=[C:24]3[S:32]([CH2:34][C:35]3[C:40]([CH3:41])=[C:39]([O:42][CH2:43][C:44]([F:47])([F:46])[F:45])[CH:38]=[CH:37][N:36]=3)=[O:33])(=[O:22])=[O:21])[CH:17]=[CH:16][C:15]=2[O:48][CH3:49])(=O)=O)=CC=1.C([O-])(O)=O.[Na+:56].O.CC(O)C. The catalyst is CC#N. The product is [Na+:56].[CH3:49][O:48][C:15]1[CH:16]=[CH:17][C:18]([S:20]([N:23]2[C:27]3[CH:28]=[CH:29][CH:30]=[CH:31][C:26]=3[N:25]=[C:24]2[S:32]([CH2:34][C:35]2[C:40]([CH3:41])=[C:39]([O:42][CH2:43][C:44]([F:46])([F:47])[F:45])[CH:38]=[CH:37][N:36]=2)=[O:33])(=[O:22])=[O:21])=[CH:19][C:14]=1[C:13]([O-:50])=[O:12]. The yield is 0.650. (4) The reactants are Br[C:2]1[CH:8]=[C:7]([C:9]([F:12])([F:11])[F:10])[C:6]([N+:13]([O-:15])=[O:14])=[CH:5][C:3]=1[NH2:4].CCN(CC)CC.[C:23]([Si:25]([CH3:28])([CH3:27])[CH3:26])#[CH:24]. The catalyst is C1(C)C=CC=CC=1.O.[Cu]I.Cl[Pd](Cl)([P](C1C=CC=CC=1)(C1C=CC=CC=1)C1C=CC=CC=1)[P](C1C=CC=CC=1)(C1C=CC=CC=1)C1C=CC=CC=1. The product is [N+:13]([C:6]1[C:7]([C:9]([F:12])([F:11])[F:10])=[CH:8][C:2]([C:24]#[C:23][Si:25]([CH3:28])([CH3:27])[CH3:26])=[C:3]([CH:5]=1)[NH2:4])([O-:15])=[O:14]. The yield is 0.570. (5) The yield is 0.505. The product is [CH3:1][O:2][C:3]1[CH:8]=[CH:7][C:6]([C:9]2[C:17]([C:18](=[N:24][OH:25])[CH:19]([CH3:21])[CH3:20])=[C:12]3[CH:13]=[CH:14][CH:15]=[CH:16][N:11]3[N:10]=2)=[CH:5][CH:4]=1. The catalyst is CCO.O. The reactants are [CH3:1][O:2][C:3]1[CH:8]=[CH:7][C:6]([C:9]2[C:17]([C:18](=O)[CH:19]([CH3:21])[CH3:20])=[C:12]3[CH:13]=[CH:14][CH:15]=[CH:16][N:11]3[N:10]=2)=[CH:5][CH:4]=1.Cl.[NH2:24][OH:25].[OH-].[Na+].Cl. (6) The reactants are C[Al](C)C.[CH:5]1([CH2:8][NH:9][CH2:10][CH2:11][CH3:12])[CH2:7][CH2:6]1.C(O[C:16]([C:18]1[N:22]2[C:23]3[CH:24]=[C:25]([F:39])[CH:26]=[CH:27][C:28]=3[N:29]([C:30]3[C:35]([CH3:36])=[CH:34][C:33]([CH3:37])=[CH:32][C:31]=3[CH3:38])[C:21]2=[N:20][C:19]=1[CH3:40])=[O:17])C.[OH-].[Na+]. The catalyst is C1C=CC=CC=1. The product is [CH:5]1([CH2:8][N:9]([CH2:10][CH2:11][CH3:12])[C:16]([C:18]2[N:22]3[C:23]4[CH:24]=[C:25]([F:39])[CH:26]=[CH:27][C:28]=4[N:29]([C:30]4[C:35]([CH3:36])=[CH:34][C:33]([CH3:37])=[CH:32][C:31]=4[CH3:38])[C:21]3=[N:20][C:19]=2[CH3:40])=[O:17])[CH2:7][CH2:6]1. The yield is 1.00.